This data is from Reaction yield outcomes from USPTO patents with 853,638 reactions. The task is: Predict the reaction yield, written as a fraction of the theoretical maximum amount of product (1.0 means a 100% yield; for example, 0.34 means a 34% yield). (1) The reactants are [CH2:1]([C:4]1[CH:10]=[CH:9][C:7]([NH2:8])=[CH:6][C:5]=1[N+:11]([O-:13])=[O:12])[CH2:2][CH3:3].[CH3:14][C:15]([O:18][C:19](O[C:19]([O:18][C:15]([CH3:17])([CH3:16])[CH3:14])=[O:20])=[O:20])([CH3:17])[CH3:16]. The catalyst is N1C=CC=CC=1.C(Cl)Cl. The product is [C:15]([O:18][C:19](=[O:20])[NH:8][C:7]1[CH:9]=[CH:10][C:4]([CH2:1][CH2:2][CH3:3])=[C:5]([N+:11]([O-:13])=[O:12])[CH:6]=1)([CH3:17])([CH3:16])[CH3:14]. The yield is 0.870. (2) The reactants are Br[C:2]1[CH:3]=[C:4]2[C:9](=[CH:10][CH:11]=1)[N:8]=[CH:7][NH:6][C:5]2=[O:12].[Cl:13][C:14]1[CH:19]=[CH:18][CH:17]=[C:16]([O:20][CH3:21])[C:15]=1B(O)O.C(=O)([O-])[O-].[K+].[K+].C1(P(C2C=CC=CC=2)C2C=CC=CC=2)C=CC=CC=1.C(=O)(O)[O-]. The catalyst is CN(C)C(=O)C.C(O)C.O.C1C=CC(/C=C/C(/C=C/C2C=CC=CC=2)=O)=CC=1.C1C=CC(/C=C/C(/C=C/C2C=CC=CC=2)=O)=CC=1.C1C=CC(/C=C/C(/C=C/C2C=CC=CC=2)=O)=CC=1.[Pd].[Pd].C(Cl)Cl. The product is [Cl:13][C:14]1[CH:19]=[CH:18][CH:17]=[C:16]([O:20][CH3:21])[C:15]=1[C:2]1[CH:3]=[C:4]2[C:9](=[CH:10][CH:11]=1)[N:8]=[CH:7][NH:6][C:5]2=[O:12]. The yield is 0.243. (3) The reactants are [CH2:1]([C@@:4]12[CH2:12][CH2:11][CH2:10][C@@H:9]([C@@H:13]([OH:18])[CH2:14][C:15]([CH3:17])=[CH2:16])[C@@H:8]1[C:7]1([O:22][CH2:21][CH2:20][O:19]1)[CH2:6][CH2:5]2)[CH:2]=[CH2:3].[CH:32]1(N=C=N[CH:32]2[CH2:37][CH2:36][CH2:35][CH2:34][CH2:33]2)[CH2:37][CH2:36][CH2:35][CH2:34][CH2:33]1. The catalyst is ClCCl.CN(C)C1C=CN=CC=1. The product is [C:7]([O:19][CH2:20][C:21]([O:18][C@H:13]([C@H:9]1[C@H:8]2[C@:4]([CH2:1][CH:2]=[CH2:3])([CH2:5][CH2:6][C:7]32[O:19][CH2:20][CH2:21][O:22]3)[CH2:12][CH2:11][CH2:10]1)[CH2:14][C:15]([CH3:17])=[CH2:16])=[O:22])([C:32]1[CH:33]=[CH:34][CH:35]=[CH:36][CH:37]=1)([C:32]1[CH:37]=[CH:36][CH:35]=[CH:34][CH:33]=1)[C:32]1[CH:37]=[CH:36][CH:35]=[CH:34][CH:33]=1. The yield is 0.950. (4) The reactants are [CH3:1][C:2]1[N:3]=[C:4]2[C:9](=[CH:10][CH:11]=1)[NH:8][CH:7]=[CH:6][C:5]2=[O:12].[Cl:13]N1C(=O)CCC1=O. The catalyst is C(O)(=O)C. The product is [Cl:13][C:6]1[C:5](=[O:12])[C:4]2[C:9](=[CH:10][CH:11]=[C:2]([CH3:1])[N:3]=2)[NH:8][CH:7]=1. The yield is 0.410. (5) The reactants are Cl[C:2]1[CH:3]=[C:4]2[C:9](=[C:10]([F:12])[CH:11]=1)[N:8]=[CH:7][CH:6]=[CH:5]2.CN1[CH2:18][CH2:17][CH2:16][C:15]1=O.C([Mg]Cl)CCC. The catalyst is O1CCCC1. The product is [CH2:15]([C:2]1[CH:3]=[C:4]2[C:9](=[C:10]([F:12])[CH:11]=1)[N:8]=[CH:7][CH:6]=[CH:5]2)[CH2:16][CH2:17][CH3:18]. The yield is 0.825. (6) The catalyst is CCOCC. The yield is 1.00. The reactants are Br[C:2]1[S:3][CH:4]=[C:5]([CH:7]([CH3:9])[CH3:8])[N:6]=1.[Li]CCCC.[CH2:15]([Sn:19](Cl)([CH2:24][CH2:25][CH2:26][CH3:27])[CH2:20][CH2:21][CH2:22][CH3:23])[CH2:16][CH2:17][CH3:18]. The product is [CH:7]([C:5]1[N:6]=[C:2]([Sn:19]([CH2:20][CH2:21][CH2:22][CH3:23])([CH2:24][CH2:25][CH2:26][CH3:27])[CH2:15][CH2:16][CH2:17][CH3:18])[S:3][CH:4]=1)([CH3:9])[CH3:8].